This data is from Full USPTO retrosynthesis dataset with 1.9M reactions from patents (1976-2016). The task is: Predict the reactants needed to synthesize the given product. (1) Given the product [Br:1][C:2]1[CH:3]=[C:4]2[C:12](=[CH:13][CH:14]=1)[N:11]([CH2:15][C:16]1[CH:21]=[CH:20][CH:19]=[C:18]([F:22])[CH:17]=1)[C:10]1[CH2:9][CH2:8][CH:7]([NH:23][C:27](=[O:28])[N:26]([CH3:30])[CH3:25])[CH2:6][C:5]2=1, predict the reactants needed to synthesize it. The reactants are: [Br:1][C:2]1[CH:3]=[C:4]2[C:12](=[CH:13][CH:14]=1)[N:11]([CH2:15][C:16]1[CH:21]=[CH:20][CH:19]=[C:18]([F:22])[CH:17]=1)[C:10]1[CH2:9][CH2:8][CH:7]([NH2:23])[CH2:6][C:5]2=1.Cl.[CH3:25][N:26]([CH3:30])[C:27](Cl)=[O:28].C(N(CC)CC)C. (2) Given the product [CH3:10][O:11][CH2:12][CH2:13][O:14][C:15]1[CH:20]=[CH:19][C:18]([NH:21][C:22](=[O:32])[C:23]2[CH:28]=[C:27]([CH2:29][NH:30][C:4]([CH:3]([CH3:7])[C:2]([F:9])([F:8])[F:1])=[O:5])[CH:26]=[CH:25][C:24]=2[Cl:31])=[CH:17][C:16]=1[C:33]([NH:35][C:36]1[CH:41]=[CH:40][C:39]([Br:42])=[CH:38][CH:37]=1)=[O:34], predict the reactants needed to synthesize it. The reactants are: [F:1][C:2]([F:9])([F:8])[CH:3]([CH3:7])[C:4](O)=[O:5].[CH3:10][O:11][CH2:12][CH2:13][O:14][C:15]1[CH:20]=[CH:19][C:18]([NH:21][C:22](=[O:32])[C:23]2[CH:28]=[C:27]([CH2:29][NH2:30])[CH:26]=[CH:25][C:24]=2[Cl:31])=[CH:17][C:16]=1[C:33]([NH:35][C:36]1[CH:41]=[CH:40][C:39]([Br:42])=[CH:38][CH:37]=1)=[O:34].CN(C(ON1N=NC2C=CC=CC1=2)=[N+](C)C)C.[B-](F)(F)(F)F. (3) Given the product [C:1]([O:30][CH:12]([C:9]1[CH:8]=[CH:7][C:6]([Cl:5])=[CH:11][CH:10]=1)[C:13]([NH:15][CH2:16][CH2:17][C:18]1[CH:23]=[CH:22][C:21]([O:24][CH2:25][C:26]#[CH:27])=[C:20]([O:28][CH3:29])[CH:19]=1)=[O:14])(=[O:3])[CH3:2], predict the reactants needed to synthesize it. The reactants are: [C:1](Cl)(=[O:3])[CH3:2].[Cl:5][C:6]1[CH:11]=[CH:10][C:9]([CH:12]([OH:30])[C:13]([NH:15][CH2:16][CH2:17][C:18]2[CH:23]=[CH:22][C:21]([O:24][CH2:25][C:26]#[CH:27])=[C:20]([O:28][CH3:29])[CH:19]=2)=[O:14])=[CH:8][CH:7]=1.N1C=CC=CC=1. (4) Given the product [CH2:1]([O:8][C:9]1[C:10]2[N:11]([C:15]([I:25])=[C:16]([C:18]3[CH:19]=[CH:20][C:21]([F:24])=[CH:22][CH:23]=3)[N:17]=2)[CH:12]=[CH:13][CH:14]=1)[C:2]1[CH:3]=[CH:4][CH:5]=[CH:6][CH:7]=1, predict the reactants needed to synthesize it. The reactants are: [CH2:1]([O:8][C:9]1[C:10]2[N:11]([CH:15]=[C:16]([C:18]3[CH:23]=[CH:22][C:21]([F:24])=[CH:20][CH:19]=3)[N:17]=2)[CH:12]=[CH:13][CH:14]=1)[C:2]1[CH:7]=[CH:6][CH:5]=[CH:4][CH:3]=1.[I:25]N1C(=O)CCC1=O. (5) Given the product [CH2:1]([O:3][C:4]([C:6]1[N:7]=[C:8]([NH2:11])[S:9][C:10]=1[Br:12])=[O:5])[CH3:2], predict the reactants needed to synthesize it. The reactants are: [CH2:1]([O:3][C:4]([C:6]1[N:7]=[C:8]([NH2:11])[S:9][CH:10]=1)=[O:5])[CH3:2].[Br:12]N1C(=O)CCC1=O. (6) Given the product [Cl:22][C:17]1[CH:18]=[CH:19][CH:20]=[CH:21][C:16]=1[N:15]1[C:11]([S:8]([C:4]2[CH:5]=[CH:6][CH:7]=[C:2]([C:34]#[N:35])[CH:3]=2)(=[O:10])=[O:9])=[CH:12][C:13]([CH2:23][N:24]([CH3:32])[C:25](=[O:31])[O:26][C:27]([CH3:30])([CH3:29])[CH3:28])=[N:14]1, predict the reactants needed to synthesize it. The reactants are: Br[C:2]1[CH:3]=[C:4]([S:8]([C:11]2[N:15]([C:16]3[CH:21]=[CH:20][CH:19]=[CH:18][C:17]=3[Cl:22])[N:14]=[C:13]([CH2:23][N:24]([CH3:32])[C:25](=[O:31])[O:26][C:27]([CH3:30])([CH3:29])[CH3:28])[CH:12]=2)(=[O:10])=[O:9])[CH:5]=[CH:6][CH:7]=1.O.[CH3:34][N:35](C)C=O. (7) Given the product [F:5][C:6]1[CH:11]=[C:10]([I:12])[CH:9]=[CH:8][C:7]=1[NH:13][C:14]1[N:15]([CH3:58])[C:16](=[O:57])[C:17]([CH3:56])=[C:18]2[C:23]=1[C:22](=[O:24])[NH:21][C:20](=[O:34])[N:19]2[C:35]1[CH:55]=[CH:54][CH:53]=[C:37]([C:38]([N:40]2[CH2:45][CH2:44][NH:43][CH2:42][CH2:41]2)=[O:39])[CH:36]=1, predict the reactants needed to synthesize it. The reactants are: [Cl-].[Al+3].[Cl-].[Cl-].[F:5][C:6]1[CH:11]=[C:10]([I:12])[CH:9]=[CH:8][C:7]=1[NH:13][C:14]1[N:15]([CH3:58])[C:16](=[O:57])[C:17]([CH3:56])=[C:18]2[C:23]=1[C:22](=[O:24])[N:21](CC1C=CC(OC)=CC=1)[C:20](=[O:34])[N:19]2[C:35]1[CH:36]=[C:37]([CH:53]=[CH:54][CH:55]=1)[C:38]([N:40]1[CH2:45][CH2:44][N:43](C(OC(C)(C)C)=O)[CH2:42][CH2:41]1)=[O:39].CO. (8) Given the product [F:38][CH:9]([F:8])[CH2:10][NH:11][C:12]1[N:13]=[C:14]2[CH2:36][CH:35]([CH3:37])[N:34]([C:42](=[O:43])[CH2:41][O:40][CH3:39])[CH2:33][C:15]2=[N:16][C:17]=1[N:18]1[CH2:19][CH2:20][CH:21]([O:24][C:25]2[CH:30]=[CH:29][C:28]([F:31])=[CH:27][C:26]=2[F:32])[CH2:22][CH2:23]1.[C:2]([OH:3])([C:4]([F:7])([F:6])[F:5])=[O:1], predict the reactants needed to synthesize it. The reactants are: [OH:1][C:2]([C:4]([F:7])([F:6])[F:5])=[O:3].[F:8][CH:9]([F:38])[CH2:10][NH:11][C:12]1[N:13]=[C:14]2[CH2:36][CH:35]([CH3:37])[NH:34][CH2:33][C:15]2=[N:16][C:17]=1[N:18]1[CH2:23][CH2:22][CH:21]([O:24][C:25]2[CH:30]=[CH:29][C:28]([F:31])=[CH:27][C:26]=2[F:32])[CH2:20][CH2:19]1.[CH3:39][O:40][CH2:41][C:42](Cl)=[O:43].CCN(C(C)C)C(C)C.